Task: Predict the reaction yield, written as a fraction of the theoretical maximum amount of product (1.0 means a 100% yield; for example, 0.34 means a 34% yield).. Dataset: Reaction yield outcomes from USPTO patents with 853,638 reactions (1) The reactants are [Cl-].O[NH3+:3].[C:4](=[O:7])([O-])[OH:5].[Na+].CS(C)=O.[CH2:13]([C:17]1[N:18]([CH2:31][C:32]2[CH:37]=[CH:36][C:35]([C:38]3[C:39]([C:44]#[N:45])=[CH:40][CH:41]=[CH:42][CH:43]=3)=[CH:34][CH:33]=2)[C:19](=[O:30])[C:20]([C:24]2[CH:25]=[N:26][N:27]([CH3:29])[CH:28]=2)=[C:21]([CH3:23])[N:22]=1)[CH2:14][CH2:15][CH3:16]. The catalyst is O. The product is [CH2:13]([C:17]1[N:18]([CH2:31][C:32]2[CH:33]=[CH:34][C:35]([C:38]3[CH:43]=[CH:42][CH:41]=[CH:40][C:39]=3[C:44]3[NH:3][C:4](=[O:7])[O:5][N:45]=3)=[CH:36][CH:37]=2)[C:19](=[O:30])[C:20]([C:24]2[CH:25]=[N:26][N:27]([CH3:29])[CH:28]=2)=[C:21]([CH3:23])[N:22]=1)[CH2:14][CH2:15][CH3:16]. The yield is 0.270. (2) The reactants are [NH:1]1[C:5]2[CH:6]=[CH:7][CH:8]=[CH:9][C:4]=2[N:3]=[C:2]1[C:10]([N:12]1[CH2:15][CH:14]([C:16]2[C:17]([N:22]3[CH2:27][CH2:26][C:25](=[O:28])[CH2:24][CH2:23]3)=[N:18][CH:19]=[CH:20][N:21]=2)[CH2:13]1)=[O:11].C[Mg+].[Br-].[CH3:32]COC(C)=O. The catalyst is C1COCC1. The product is [NH:1]1[C:5]2[CH:6]=[CH:7][CH:8]=[CH:9][C:4]=2[N:3]=[C:2]1[C:10]([N:12]1[CH2:13][CH:14]([C:16]2[C:17]([N:22]3[CH2:27][CH2:26][C:25]([OH:28])([CH3:32])[CH2:24][CH2:23]3)=[N:18][CH:19]=[CH:20][N:21]=2)[CH2:15]1)=[O:11]. The yield is 0.700. (3) The reactants are [NH2:1][C:2]1[CH:10]=[CH:9][C:5]([C:6]([OH:8])=O)=[CH:4][N:3]=1.[CH2:11]([C:18]1[S:22][C:21]([CH2:23][NH2:24])=[CH:20][CH:19]=1)[C:12]1[CH:17]=[CH:16][CH:15]=[CH:14][CH:13]=1.F[P-](F)(F)(F)(F)F.N1([P+](N(C)C)(N(C)C)N(C)C)C2C=CC=CC=2N=N1.C(N(CC)CC)C. The catalyst is CN(C)C=O.CO.C(OCC)(=O)C.O. The product is [NH2:1][C:2]1[CH:10]=[CH:9][C:5]([C:6]([NH:24][CH2:23][C:21]2[S:22][C:18]([CH2:11][C:12]3[CH:17]=[CH:16][CH:15]=[CH:14][CH:13]=3)=[CH:19][CH:20]=2)=[O:8])=[CH:4][N:3]=1. The yield is 0.295. (4) The reactants are C[N:2](C)[CH:3]=[CH:4][C:5]([C:7]1[C:12](=[O:13])[CH:11]=[CH:10][N:9]([C:14]2[CH:19]=[CH:18][CH:17]=[C:16]([C:20]([F:23])([F:22])[F:21])[CH:15]=2)[N:8]=1)=O.Cl.[CH3:26][C:27]1[CH:32]=[CH:31][C:30]([NH:33]N)=[CH:29][CH:28]=1.CCN(CC)CC. The catalyst is C(O)C. The product is [CH3:26][C:27]1[CH:32]=[CH:31][C:30]([N:33]2[C:5]([C:7]3[C:12](=[O:13])[CH:11]=[CH:10][N:9]([C:14]4[CH:19]=[CH:18][CH:17]=[C:16]([C:20]([F:23])([F:22])[F:21])[CH:15]=4)[N:8]=3)=[CH:4][CH:3]=[N:2]2)=[CH:29][CH:28]=1. The yield is 0.270. (5) The reactants are Cl[C:2]1[CH:7]=[C:6]([O:8][CH:9]([C:14]2[CH:19]=[CH:18][C:17]([F:20])=[C:16]([F:21])[CH:15]=2)[C:10]([F:13])([F:12])[F:11])[N:5]=[CH:4]N=1.B([C:25]1[CH:36]=[CH:35][C:28]([CH2:29][C@@H:30]([C:32]([OH:34])=[O:33])[NH2:31])=[CH:27][CH:26]=1)(O)O.[C:37](#N)C.C(=O)([O-])[O-].[Na+].[Na+]. The catalyst is Cl[Pd](Cl)([P](C1C=CC=CC=1)(C1C=CC=CC=1)C1C=CC=CC=1)[P](C1C=CC=CC=1)(C1C=CC=CC=1)C1C=CC=CC=1.O. The product is [NH2:31][CH:30]([CH2:29][C:28]1[CH:35]=[CH:36][C:25]([C:2]2[CH:7]=[C:6]([O:8][CH:9]([C:14]3[CH:19]=[CH:18][C:17]([F:20])=[C:16]([F:21])[CH:15]=3)[C:10]([F:13])([F:12])[F:11])[N:5]=[CH:4][CH:37]=2)=[CH:26][CH:27]=1)[C:32]([OH:34])=[O:33]. The yield is 0.210. (6) The reactants are [CH3:1][O:2][N:3]=[C:4]1[CH2:8][C@@H:7]([C:9]2[N:13]=[C:12]([CH2:14][N:15]3[CH2:20][CH2:19][NH:18][CH2:17][CH2:16]3)[O:11][N:10]=2)[N:6]([C:21]([C:23]2[CH:28]=[CH:27][C:26]([C:29]3[CH:34]=[CH:33][CH:32]=[CH:31][CH:30]=3)=[CH:25][CH:24]=2)=[O:22])[CH2:5]1.[CH2:35](N(CC)CC)C.CI.C(=O)([O-])[O-].[Na+].[Na+]. The catalyst is C(Cl)Cl. The product is [CH3:1][O:2][N:3]=[C:4]1[CH2:8][C@@H:7]([C:9]2[N:13]=[C:12]([CH2:14][N:15]3[CH2:16][CH2:17][N:18]([CH3:35])[CH2:19][CH2:20]3)[O:11][N:10]=2)[N:6]([C:21]([C:23]2[CH:28]=[CH:27][C:26]([C:29]3[CH:34]=[CH:33][CH:32]=[CH:31][CH:30]=3)=[CH:25][CH:24]=2)=[O:22])[CH2:5]1. The yield is 0.500. (7) The reactants are [S:1]1[CH:5]=[CH:4][CH:3]=[C:2]1[CH2:6][CH2:7][NH2:8].[CH:9]([C:11]1[CH:12]=[CH:13][C:14]([O:17][C:18]2[CH:26]=[CH:25][C:21]([C:22]([NH2:24])=[O:23])=[CH:20][CH:19]=2)=[N:15][CH:16]=1)=O. No catalyst specified. The product is [S:1]1[CH:5]=[CH:4][CH:3]=[C:2]1[CH2:6][CH2:7][NH:8][CH2:9][C:11]1[CH:12]=[CH:13][C:14]([O:17][C:18]2[CH:26]=[CH:25][C:21]([C:22]([NH2:24])=[O:23])=[CH:20][CH:19]=2)=[N:15][CH:16]=1. The yield is 0.270. (8) The reactants are [Cl:1][C:2]1[CH:7]=[C:6](Cl)[N:5]=[C:4]2[N:9]([CH3:12])[N:10]=[CH:11][C:3]=12.[K].[F-].[Cs+].O1CCO[CH2:18][CH2:17]1. The catalyst is C1C=CC(P(C2C=CC=CC=2)[C-]2C=CC=C2)=CC=1.C1C=CC(P(C2C=CC=CC=2)[C-]2C=CC=C2)=CC=1.Cl[Pd]Cl.[Fe+2]. The product is [Cl:1][C:2]1[CH:7]=[C:6]([CH:17]=[CH2:18])[N:5]=[C:4]2[N:9]([CH3:12])[N:10]=[CH:11][C:3]=12. The yield is 0.650. (9) The reactants are [NH2:1][C:2]1[CH:7]=[CH:6][C:5]([CH3:8])=[CH:4][CH:3]=1.C(=O)(O)[O-].[Na+].[I:14]I. The yield is 0.920. The catalyst is C(Cl)Cl.O. The product is [I:14][C:3]1[CH:4]=[C:5]([CH3:8])[CH:6]=[CH:7][C:2]=1[NH2:1].